Dataset: Forward reaction prediction with 1.9M reactions from USPTO patents (1976-2016). Task: Predict the product of the given reaction. (1) Given the reactants C[Si]([N-][Si](C)(C)C)(C)C.[Li+].[C:11]1([CH:17]([CH3:22])[C:18]([O:20][CH3:21])=[O:19])[CH:16]=[CH:15][CH:14]=[CH:13][CH:12]=1.CN(C)P(=O)(N(C)C)N(C)C.Br[CH2:35][CH:36]1[CH2:40][CH2:39][CH2:38][CH2:37]1, predict the reaction product. The product is: [CH:36]1([CH2:35][C:17]([CH3:22])([C:11]2[CH:16]=[CH:15][CH:14]=[CH:13][CH:12]=2)[C:18]([O:20][CH3:21])=[O:19])[CH2:40][CH2:39][CH2:38][CH2:37]1. (2) Given the reactants ClC1C=CC(OC)=C(C=1)C[C@@H]1C(=O)N(S(C2C=CC(Cl)=CC=2)(=O)=O)[C@H](CCC(O)=O)C(=O)NC1.ClC1C=CC(OC)=C(C=1)/C=C1\CNC(=O)[C@@H](CCC(OCC2C=CC=CC=2)=O)N(S(C2C=CC(Cl)=CC=2)(=O)=O)C\1=O.[Cl:76][C:77]1[CH:82]=[CH:81][C:80]([S:83]([N:86]2[C:92](=[O:93])/[C:91](=[CH:94]/[C:95]3[CH:100]=[C:99]([F:101])[CH:98]=[CH:97][C:96]=3[O:102][CH3:103])/[CH2:90][NH:89][C:88](=[O:104])[C@H:87]2[CH2:105][CH3:106])(=[O:85])=[O:84])=[CH:79][C:78]=1[N+:107]([O-])=O, predict the reaction product. The product is: [NH2:107][C:78]1[CH:79]=[C:80]([S:83]([N:86]2[C:92](=[O:93])[C@@H:91]([CH2:94][C:95]3[CH:100]=[C:99]([F:101])[CH:98]=[CH:97][C:96]=3[O:102][CH3:103])[CH2:90][NH:89][C:88](=[O:104])[C@H:87]2[CH2:105][CH3:106])(=[O:85])=[O:84])[CH:81]=[CH:82][C:77]=1[Cl:76].